This data is from Full USPTO retrosynthesis dataset with 1.9M reactions from patents (1976-2016). The task is: Predict the reactants needed to synthesize the given product. Given the product [F:41][C:42]([F:52])([F:53])[C:43]1[CH:44]=[C:45]([NH:49][C:50]([N:27]2[C:17]3[N:18]=[C:19]([N:21]4[CH2:26][CH2:25][O:24][CH2:23][CH2:22]4)[N:20]=[C:15]([C:12]4[CH:11]=[N:10][C:9]([N:8]([CH2:7][C:6]5[CH:5]=[CH:4][C:3]([O:2][CH3:1])=[CH:40][CH:39]=5)[CH2:30][C:31]5[CH:32]=[CH:33][C:34]([O:37][CH3:38])=[CH:35][CH:36]=5)=[N:14][CH:13]=4)[C:16]=3[CH2:29][CH2:28]2)=[O:51])[CH:46]=[CH:47][CH:48]=1, predict the reactants needed to synthesize it. The reactants are: [CH3:1][O:2][C:3]1[CH:40]=[CH:39][C:6]([CH2:7][N:8]([CH2:30][C:31]2[CH:36]=[CH:35][C:34]([O:37][CH3:38])=[CH:33][CH:32]=2)[C:9]2[N:14]=[CH:13][C:12]([C:15]3[C:16]4[CH2:29][CH2:28][NH:27][C:17]=4[N:18]=[C:19]([N:21]4[CH2:26][CH2:25][O:24][CH2:23][CH2:22]4)[N:20]=3)=[CH:11][N:10]=2)=[CH:5][CH:4]=1.[F:41][C:42]([F:53])([F:52])[C:43]1[CH:44]=[C:45]([N:49]=[C:50]=[O:51])[CH:46]=[CH:47][CH:48]=1.